This data is from Full USPTO retrosynthesis dataset with 1.9M reactions from patents (1976-2016). The task is: Predict the reactants needed to synthesize the given product. The reactants are: [Cl:1][C:2]1[CH:11]=[CH:10][C:5]([C:6]([O:8][CH3:9])=[O:7])=[C:4]([NH:12][C:13]2[CH:18]=[CH:17][C:16]([CH2:19][C:20]([O:22][CH3:23])=[O:21])=[CH:15][C:14]=2[N+:24]([O-])=O)[CH:3]=1.CO.[H][H]. Given the product [NH2:24][C:14]1[CH:15]=[C:16]([CH2:19][C:20]([O:22][CH3:23])=[O:21])[CH:17]=[CH:18][C:13]=1[NH:12][C:4]1[CH:3]=[C:2]([Cl:1])[CH:11]=[CH:10][C:5]=1[C:6]([O:8][CH3:9])=[O:7], predict the reactants needed to synthesize it.